This data is from Reaction yield outcomes from USPTO patents with 853,638 reactions. The task is: Predict the reaction yield, written as a fraction of the theoretical maximum amount of product (1.0 means a 100% yield; for example, 0.34 means a 34% yield). (1) The reactants are [Br:1][C:2]1[CH:7]=[CH:6][C:5]([OH:8])=[CH:4][C:3]=1[CH:9]=[O:10].[BH4-].[Na+]. The catalyst is CO. The product is [Br:1][C:2]1[CH:7]=[CH:6][C:5]([OH:8])=[CH:4][C:3]=1[CH2:9][OH:10]. The yield is 0.960. (2) The reactants are [CH3:1][O:2][C:3]1[C:11]([CH3:12])=[C:10]2[C:6]([C:7](=[O:13])[O:8][CH2:9]2)=[C:5]([O:14][CH2:15][CH2:16][Si:17]([CH3:20])([CH3:19])[CH3:18])[C:4]=1[CH2:21]C=O.C1(P(C2C=CC=CC=2)(C2C=CC=CC=2)=[C:31]([CH3:34])[CH:32]=[O:33])C=CC=CC=1.[C:47]1(C)C=CC=CC=1. No catalyst specified. The product is [CH3:1][O:2][C:3]1[C:11]([CH3:12])=[C:10]2[C:6]([C:7](=[O:13])[O:8][CH2:9]2)=[C:5]([O:14][CH2:15][CH2:16][Si:17]([CH3:18])([CH3:20])[CH3:19])[C:4]=1[CH2:21][CH:47]=[C:31]([CH3:34])[CH:32]=[O:33]. The yield is 0.830.